This data is from Full USPTO retrosynthesis dataset with 1.9M reactions from patents (1976-2016). The task is: Predict the reactants needed to synthesize the given product. (1) Given the product [NH2:13][C:11](=[O:12])[C@H:10]([NH:9][C:6]1[CH:5]=[C:4]([NH:21][C:22]2[S:26][N:25]=[C:24]([CH3:27])[CH:23]=2)[C:3]([C:1]([NH2:2])=[O:34])=[N:8][CH:7]=1)[CH2:14][CH:15]1[CH2:20][CH2:19][CH2:18][CH2:17][CH2:16]1, predict the reactants needed to synthesize it. The reactants are: [C:1]([C:3]1[N:8]=[CH:7][C:6]([NH:9][C@H:10]([CH2:14][CH:15]2[CH2:20][CH2:19][CH2:18][CH2:17][CH2:16]2)[C:11]([NH2:13])=[O:12])=[CH:5][C:4]=1[NH:21][C:22]1[S:26][N:25]=[C:24]([CH3:27])[CH:23]=1)#[N:2].[OH-].[Na+].OO.CC(O)=[O:34]. (2) Given the product [CH3:21][CH:20]([CH3:22])[CH:19]([NH:18][C:44]([CH:9]1[CH2:10][CH:11]([CH2:13][CH2:14][CH2:15][CH2:16][CH3:17])[CH2:12][NH:8]1)=[O:45])[CH:23]1[CH:28]([OH:29])[CH:27]([OH:30])[CH:26]([OH:31])[CH:25]([CH2:32][CH2:33][CH3:34])[O:24]1, predict the reactants needed to synthesize it. The reactants are: C(OC([N:8]1[CH2:12][CH:11]([CH2:13][CH2:14][CH2:15][CH2:16][CH3:17])[CH2:10][CH2:9]1)=O)(C)(C)C.[NH2:18][CH:19]([CH:23]1[CH:28]([OH:29])[CH:27]([OH:30])[CH:26]([OH:31])[CH:25]([CH2:32][CH2:33][CH3:34])[O:24]1)[CH:20]([CH3:22])[CH3:21].C(N(CC)CC)C.FC(F)(F)[C:44](=N[Si](C)(C)C)[O:45][Si](C)(C)C.CN(C(ON1N=NC2C=CC=NC1=2)=[N+](C)C)C.F[P-](F)(F)(F)(F)F.FC(F)(F)C(O)=O. (3) Given the product [CH3:1][O:2][C:3](=[O:12])[C:4]1[CH:9]=[CH:8][C:7]([Br:10])=[C:6]([O:11][CH2:40][CH2:39][C:35]2[CH:34]=[C:33]([CH3:32])[CH:38]=[CH:37][CH:36]=2)[CH:5]=1, predict the reactants needed to synthesize it. The reactants are: [CH3:1][O:2][C:3](=[O:12])[C:4]1[CH:9]=[CH:8][C:7]([Br:10])=[C:6]([OH:11])[CH:5]=1.C1(P(C2C=CC=CC=2)C2C=CC=CC=2)C=CC=CC=1.[CH3:32][C:33]1[CH:34]=[C:35]([CH2:39][CH2:40]O)[CH:36]=[CH:37][CH:38]=1.CC(OC(/N=N/C(OC(C)C)=O)=O)C. (4) Given the product [O:1]1[CH2:6][CH2:5][CH2:4][O:3][CH:2]1[CH2:7][CH2:8][N:9]1[CH2:10][CH2:11][CH:12]([NH:15][CH2:30][C:31]2[CH:36]=[CH:35][C:34]([F:37])=[CH:33][CH:32]=2)[CH2:13][CH2:14]1, predict the reactants needed to synthesize it. The reactants are: [O:1]1[CH2:6][CH2:5][CH2:4][O:3][CH:2]1[CH2:7][CH2:8][N:9]1[CH2:14][CH2:13][CH:12]([N:15]([CH2:30][C:31]2[CH:36]=[CH:35][C:34]([F:37])=[CH:33][CH:32]=2)C(=O)CC2C=CC(OCC(C)C)=CC=2)[CH2:11][CH2:10]1.CC(O)CC(O)C. (5) The reactants are: F[C:2]1[C:10]([F:11])=[C:9]([F:12])[CH:8]=[CH:7][C:3]=1[C:4]([OH:6])=[O:5].[Li+].C[Si]([N-][Si](C)(C)C)(C)C.[F:23][C:24]1[CH:30]=[C:29]([I:31])[CH:28]=[CH:27][C:25]=1[NH2:26]. Given the product [F:11][C:10]1[C:2]([NH:26][C:25]2[CH:27]=[CH:28][C:29]([I:31])=[CH:30][C:24]=2[F:23])=[C:3]([CH:7]=[CH:8][C:9]=1[F:12])[C:4]([OH:6])=[O:5], predict the reactants needed to synthesize it. (6) Given the product [C:21]([O:24][C:25]([N:12]1[C:11]2[CH:13]=[CH:14][C:15]([O:17][CH3:18])=[CH:16][C:10]=2[N:9]=[C:8]1[C:6]1[CH:7]=[C:2]([Br:1])[CH:3]=[CH:4][C:5]=1[Cl:19])=[O:26])([CH3:23])([CH3:22])[CH3:20], predict the reactants needed to synthesize it. The reactants are: [Br:1][C:2]1[CH:3]=[CH:4][C:5]([Cl:19])=[C:6]([C:8]2[NH:12][C:11]3[CH:13]=[CH:14][C:15]([O:17][CH3:18])=[CH:16][C:10]=3[N:9]=2)[CH:7]=1.[CH3:20][C:21]([O:24][C:25](O[C:25]([O:24][C:21]([CH3:23])([CH3:22])[CH3:20])=[O:26])=[O:26])([CH3:23])[CH3:22]. (7) Given the product [CH2:1]([NH:8][CH2:9][C:10]1[N:11]=[C:12]([C:19]2[CH:24]=[CH:23][C:22]([O:25][CH2:26][CH2:27][CH2:28][N:32]3[CH2:33][CH2:34][CH2:35][CH:31]3[CH3:30])=[CH:21][CH:20]=2)[O:13][C:14]=1[C:15]([O:17][CH3:18])=[O:16])[C:2]1[CH:7]=[CH:6][CH:5]=[CH:4][CH:3]=1, predict the reactants needed to synthesize it. The reactants are: [CH2:1]([NH:8][CH2:9][C:10]1[N:11]=[C:12]([C:19]2[CH:24]=[CH:23][C:22]([O:25][CH2:26][CH2:27][CH2:28]Cl)=[CH:21][CH:20]=2)[O:13][C:14]=1[C:15]([O:17][CH3:18])=[O:16])[C:2]1[CH:7]=[CH:6][CH:5]=[CH:4][CH:3]=1.[CH3:30][CH:31]1[CH2:35][CH2:34][CH2:33][NH:32]1.C(=O)([O-])[O-].[K+].[K+].C(OCC)(=O)C.